This data is from Forward reaction prediction with 1.9M reactions from USPTO patents (1976-2016). The task is: Predict the product of the given reaction. (1) Given the reactants [NH2:1][CH2:2][CH2:3][N:4]1[C:12]2[CH:11]=[CH:10][N:9]=[C:8]([NH2:13])[C:7]=2[N:6]=[C:5]1[S:14][C:15]1[C:23]([C:24]([CH3:27])([CH3:26])[CH3:25])=[CH:22][C:18]2[O:19][CH2:20][O:21][C:17]=2[CH:16]=1.[CH:28](=O)[C:29]([CH3:32])([CH3:31])[CH3:30].[BH3-]C#N.[Na+].COC1C(SC2N(CCNCC(C)(C)C)C3C=CN=C(N)C=3N=2)=CC2OCOC=2C=1, predict the reaction product. The product is: [C:24]([C:23]1[C:15]([S:14][C:5]2[N:4]([CH2:3][CH2:2][NH:1][CH2:28][C:29]([CH3:32])([CH3:31])[CH3:30])[C:12]3[CH:11]=[CH:10][N:9]=[C:8]([NH2:13])[C:7]=3[N:6]=2)=[CH:16][C:17]2[O:21][CH2:20][O:19][C:18]=2[CH:22]=1)([CH3:27])([CH3:26])[CH3:25]. (2) Given the reactants [CH2:1]([N:8]1[CH2:13][CH2:12][N:11]([C:14](=O)[CH2:15][CH2:16][C:17]2([C:23]3[CH:28]=[CH:27][C:26]([F:29])=[CH:25][CH:24]=3)[CH2:22][CH2:21][CH2:20][CH2:19][CH2:18]2)[CH2:10][CH2:9]1)[C:2]1[CH:7]=[CH:6][CH:5]=[CH:4][CH:3]=1.[H-].[Al+3].[Li+].[H-].[H-].[H-].O.[OH-].[Na+], predict the reaction product. The product is: [CH2:1]([N:8]1[CH2:9][CH2:10][N:11]([CH2:14][CH2:15][CH2:16][C:17]2([C:23]3[CH:28]=[CH:27][C:26]([F:29])=[CH:25][CH:24]=3)[CH2:22][CH2:21][CH2:20][CH2:19][CH2:18]2)[CH2:12][CH2:13]1)[C:2]1[CH:3]=[CH:4][CH:5]=[CH:6][CH:7]=1. (3) Given the reactants [C:1]([O:7][CH2:8][C:9]1[CH:14]=[CH:13][CH:12]=[CH:11][CH:10]=1)(=[O:6])[CH2:2][CH2:3][C:4]#[CH:5].[CH2:15]([SnH:19]([CH2:24][CH2:25][CH2:26][CH3:27])[CH2:20][CH2:21][CH2:22][CH3:23])[CH2:16][CH2:17][CH3:18], predict the reaction product. The product is: [CH2:24]([Sn:19]([CH2:15][CH2:16][CH2:17][CH3:18])([CH2:20][CH2:21][CH2:22][CH3:23])/[CH:5]=[CH:4]/[CH2:3][CH2:2][C:1]([O:7][CH2:8][C:9]1[CH:10]=[CH:11][CH:12]=[CH:13][CH:14]=1)=[O:6])[CH2:25][CH2:26][CH3:27]. (4) The product is: [F:58][C:59]1[CH:66]=[CH:65][C:55]([CH2:54][NH:53][C:51]([O:1][CH2:2][C@H:3]2[N:8]([C:9]([O:11][C:12]([CH3:14])([CH3:15])[CH3:13])=[O:10])[CH2:7][C@@H:6]([CH2:16][CH2:17][C:18]3[C:19]([NH:24][C:25](=[O:45])[C@H:26]([CH:32]([C:33]4[CH:38]=[CH:37][CH:36]=[CH:35][CH:34]=4)[C:39]4[CH:44]=[CH:43][CH:42]=[CH:41][CH:40]=4)[NH:27][C:28]([O:30][CH3:31])=[O:29])=[N:20][CH:21]=[CH:22][CH:23]=3)[O:5][CH2:4]2)=[O:52])=[CH:61][CH:60]=1. Given the reactants [OH:1][CH2:2][C@H:3]1[N:8]([C:9]([O:11][C:12]([CH3:15])([CH3:14])[CH3:13])=[O:10])[CH2:7][C@@H:6]([CH2:16][CH2:17][C:18]2[C:19]([NH:24][C:25](=[O:45])[C@H:26]([CH:32]([C:39]3[CH:44]=[CH:43][CH:42]=[CH:41][CH:40]=3)[C:33]3[CH:38]=[CH:37][CH:36]=[CH:35][CH:34]=3)[NH:27][C:28]([O:30][CH3:31])=[O:29])=[N:20][CH:21]=[CH:22][CH:23]=2)[O:5][CH2:4]1.C1N=CN([C:51]([N:53]2C=N[CH:55]=[CH:54]2)=[O:52])C=1.[F:58][C:59]1[CH:66]=[CH:65]C(CN)=[CH:61][CH:60]=1, predict the reaction product.